This data is from Retrosynthesis with 50K atom-mapped reactions and 10 reaction types from USPTO. The task is: Predict the reactants needed to synthesize the given product. Given the product CCN(c1cccc(-c2cc3nc(C(C)C)cn3c(Nc3cc(C)[nH]n3)n2)c1)S(C)(=O)=O, predict the reactants needed to synthesize it. The reactants are: CCN(c1cccc(B(O)O)c1)S(C)(=O)=O.Cc1cc(Nc2nc(Cl)cc3nc(C(C)C)cn23)n[nH]1.